Predict the reactants needed to synthesize the given product. From a dataset of Full USPTO retrosynthesis dataset with 1.9M reactions from patents (1976-2016). (1) Given the product [Cl:1][C:2]1[CH:7]=[CH:6][C:5]([O:8][CH3:9])=[CH:4][C:3]=1[C:10]1[CH:20]=[C:19]([CH3:21])[C:13]2[N:14]=[C:15]([NH:18][C:23]3[CH:24]=[CH:25][C:26]([C:29]([N:31]4[CH2:36][CH2:35][N:34]([CH3:37])[CH2:33][CH2:32]4)=[O:30])=[CH:27][CH:28]=3)[N:16]=[N:17][C:12]=2[CH:11]=1, predict the reactants needed to synthesize it. The reactants are: [Cl:1][C:2]1[CH:7]=[CH:6][C:5]([O:8][CH3:9])=[CH:4][C:3]=1[C:10]1[CH:20]=[C:19]([CH3:21])[C:13]2[N:14]=[C:15]([NH2:18])[N:16]=[N:17][C:12]=2[CH:11]=1.Br[C:23]1[CH:28]=[CH:27][C:26]([C:29]([N:31]2[CH2:36][CH2:35][N:34]([CH3:37])[CH2:33][CH2:32]2)=[O:30])=[CH:25][CH:24]=1.C(=O)([O-])[O-].[Cs+].[Cs+].C1(P(C2C=CC=CC=2)C2C3OC4C(=CC=CC=4P(C4C=CC=CC=4)C4C=CC=CC=4)C(C)(C)C=3C=CC=2)C=CC=CC=1. (2) Given the product [NH:8]1[C:9]2[C:4](=[CH:3][C:2]([C:12]#[N:13])=[CH:11][CH:10]=2)[CH2:5][CH2:6][CH2:7]1, predict the reactants needed to synthesize it. The reactants are: Br[C:2]1[CH:3]=[C:4]2[C:9](=[CH:10][CH:11]=1)[NH:8][CH2:7][CH2:6][CH2:5]2.[CH3:12][N:13](C)C=O. (3) The reactants are: [C:1]([O:5][C:6]([NH:8][CH:9]([CH2:14][CH:15]([C:19]1[CH:24]=[CH:23][C:22]([Cl:25])=[CH:21][CH:20]=1)[C:16](=O)[CH3:17])[C:10](OC)=[O:11])=[O:7])([CH3:4])([CH3:3])[CH3:2].C([O-])(=O)C.[NH4+].C(O)(=O)C.C([BH3-])#[N:36].[Na+].C(=O)(O)[O-].[Na+].C(=O)([O-])[O-].[K+].[K+]. Given the product [Cl:25][C:22]1[CH:23]=[CH:24][C:19]([CH:15]2[CH:16]([CH3:17])[NH:36][C:10](=[O:11])[CH:9]([NH:8][C:6](=[O:7])[O:5][C:1]([CH3:4])([CH3:3])[CH3:2])[CH2:14]2)=[CH:20][CH:21]=1, predict the reactants needed to synthesize it.